This data is from NCI-60 drug combinations with 297,098 pairs across 59 cell lines. The task is: Regression. Given two drug SMILES strings and cell line genomic features, predict the synergy score measuring deviation from expected non-interaction effect. (1) Drug 1: C1=C(C(=O)NC(=O)N1)F. Drug 2: CCC1(CC2CC(C3=C(CCN(C2)C1)C4=CC=CC=C4N3)(C5=C(C=C6C(=C5)C78CCN9C7C(C=CC9)(C(C(C8N6C=O)(C(=O)OC)O)OC(=O)C)CC)OC)C(=O)OC)O.OS(=O)(=O)O. Cell line: SK-OV-3. Synergy scores: CSS=18.9, Synergy_ZIP=-0.210, Synergy_Bliss=-2.06, Synergy_Loewe=-2.71, Synergy_HSA=-2.70. (2) Drug 1: C1CN1P(=S)(N2CC2)N3CC3. Drug 2: CC1C(C(CC(O1)OC2CC(CC3=C2C(=C4C(=C3O)C(=O)C5=C(C4=O)C(=CC=C5)OC)O)(C(=O)CO)O)N)O.Cl. Cell line: M14. Synergy scores: CSS=37.8, Synergy_ZIP=-3.95, Synergy_Bliss=-0.225, Synergy_Loewe=-11.7, Synergy_HSA=0.716.